Predict the reactants needed to synthesize the given product. From a dataset of Full USPTO retrosynthesis dataset with 1.9M reactions from patents (1976-2016). (1) Given the product [CH2:36]([O:35][NH:34][C:33]([C@@H:7]1[C@@H:8]([C:11](=[O:32])[NH:12][C:13]2[CH:18]=[CH:17][C:16]([O:19][CH2:20][C:21]3[C:30]4[C:25](=[CH:26][CH:27]=[CH:28][CH:29]=4)[N:24]=[C:23]([CH3:31])[CH:22]=3)=[CH:15][CH:14]=2)[CH2:9][CH2:10][CH:5]([CH2:4][C:3]([OH:44])=[O:2])[CH2:6]1)=[O:43])[C:37]1[CH:38]=[CH:39][CH:40]=[CH:41][CH:42]=1, predict the reactants needed to synthesize it. The reactants are: C[O:2][C:3](=[O:44])[CH2:4][CH:5]1[CH2:10][CH2:9][C@H:8]([C:11](=[O:32])[NH:12][C:13]2[CH:18]=[CH:17][C:16]([O:19][CH2:20][C:21]3[C:30]4[C:25](=[CH:26][CH:27]=[CH:28][CH:29]=4)[N:24]=[C:23]([CH3:31])[CH:22]=3)=[CH:15][CH:14]=2)[C@@H:7]([C:33](=[O:43])[NH:34][O:35][CH2:36][C:37]2[CH:42]=[CH:41][CH:40]=[CH:39][CH:38]=2)[CH2:6]1.O.[OH-].[Li+].Cl. (2) Given the product [Cl:1][C:2]1[CH:3]=[C:4]([CH:7]=[CH:8][C:9]=1[O:10][CH:11]([CH3:13])[CH3:12])[CH2:5][Br:15], predict the reactants needed to synthesize it. The reactants are: [Cl:1][C:2]1[CH:3]=[C:4]([CH:7]=[CH:8][C:9]=1[O:10][CH:11]([CH3:13])[CH3:12])[CH2:5]O.C(Br)(Br)(Br)[Br:15].C1(P(C2C=CC=CC=2)C2C=CC=CC=2)C=CC=CC=1. (3) Given the product [Cl:2][C:3]1[N:4]=[C:5]([C:10]([NH:12][C@H:13]2[CH2:18][CH2:17][N:16]([C:23]3[S:24][CH:25]=[CH:26][N:27]=3)[CH2:15][C@H:14]2[O:19][CH2:20][CH3:21])=[O:11])[NH:6][C:7]=1[CH2:8][CH3:9], predict the reactants needed to synthesize it. The reactants are: Cl.[Cl:2][C:3]1[N:4]=[C:5]([C:10]([NH:12][C@H:13]2[CH2:18][CH2:17][NH:16][CH2:15][C@H:14]2[O:19][CH2:20][CH3:21])=[O:11])[NH:6][C:7]=1[CH2:8][CH3:9].Br[C:23]1[S:24][CH:25]=[CH:26][N:27]=1.C(=O)([O-])[O-].[Na+].[Na+]. (4) Given the product [Si:27]([O:1][CH2:2][CH:3]1[CH2:7][CH2:6][N:5]([C:8]2[CH:15]=[C:14]([O:16][CH3:17])[CH:13]=[CH:12][C:9]=2[CH:10]=[O:11])[CH2:4]1)([C:23]([CH3:26])([CH3:25])[CH3:24])([CH3:29])[CH3:28], predict the reactants needed to synthesize it. The reactants are: [OH:1][CH2:2][CH:3]1[CH2:7][CH2:6][N:5]([C:8]2[CH:15]=[C:14]([O:16][CH3:17])[CH:13]=[CH:12][C:9]=2[CH:10]=[O:11])[CH2:4]1.N1C=CN=C1.[C:23]([Si:27](Cl)([CH3:29])[CH3:28])([CH3:26])([CH3:25])[CH3:24].[Cl-].[NH4+]. (5) Given the product [CH2:1]([O:8][C:9](=[O:34])[NH:10][C@@H:11]1[C:14](=[O:15])[NH:13][C@@H:12]1[CH2:27][N:28]1[C:32]([CH3:33])=[N:31][N:30]=[N:29]1)[C:2]1[CH:3]=[CH:4][CH:5]=[CH:6][CH:7]=1, predict the reactants needed to synthesize it. The reactants are: [CH2:1]([O:8][C:9](=[O:34])[NH:10][C@@H:11]1[C:14](=[O:15])[N:13](CC2C=CC(OC)=CC=2OC)[C@@H:12]1[CH2:27][N:28]1[C:32]([CH3:33])=[N:31][N:30]=[N:29]1)[C:2]1[CH:7]=[CH:6][CH:5]=[CH:4][CH:3]=1.OP([O-])([O-])=O.[K+].[K+]. (6) Given the product [CH3:9][O:10][C:11](=[O:20])[C:12]1[CH:17]=[CH:16][CH:15]=[C:14]([CH2:18][N:6]2[C:5](=[O:8])[CH:4]=[CH:3][C:2]([Cl:1])=[N:7]2)[CH:13]=1, predict the reactants needed to synthesize it. The reactants are: [Cl:1][C:2]1[CH:3]=[CH:4][C:5](=[O:8])[NH:6][N:7]=1.[CH3:9][O:10][C:11](=[O:20])[C:12]1[CH:17]=[CH:16][CH:15]=[C:14]([CH2:18]Br)[CH:13]=1.CCN(C(C)C)C(C)C. (7) Given the product [F:1][C:2]1[CH:22]=[CH:21][CH:20]=[CH:19][C:3]=1[CH2:4][O:5][C:6]1[CH:10]=[C:9]([C:11]2[CH:16]=[CH:15][CH:14]=[CH:13][C:12]=2[CH3:23])[NH:8][N:7]=1, predict the reactants needed to synthesize it. The reactants are: [F:1][C:2]1[CH:22]=[CH:21][CH:20]=[CH:19][C:3]=1[CH2:4][O:5][C:6]1[CH:10]=[C:9]([C:11]2[CH:16]=[CH:15][CH:14]=[CH:13][C:12]=2OC)[NH:8][N:7]=1.[CH3:23]C1C=CC=CC=1C(CC(OCC)=O)=O.